Dataset: Catalyst prediction with 721,799 reactions and 888 catalyst types from USPTO. Task: Predict which catalyst facilitates the given reaction. Reactant: [CH2:1]([N:5]1[C:9](=[O:10])[C:8](Cl)=[C:7]([C:12]2[CH:17]=[CH:16][CH:15]=[CH:14][CH:13]=2)[S:6]1(=[O:19])=[O:18])[CH2:2][CH2:3][CH3:4].[NH2:20][C:21]1[CH:22]=[CH:23][C:24]2[O:28][C:27]([C:29](=[O:31])[CH3:30])=[CH:26][C:25]=2[CH:32]=1. Product: [C:29]([C:27]1[O:28][C:24]2[CH:23]=[CH:22][C:21]([NH:20][C:8]3[C:9](=[O:10])[N:5]([CH2:1][CH2:2][CH2:3][CH3:4])[S:6](=[O:19])(=[O:18])[C:7]=3[C:12]3[CH:17]=[CH:16][CH:15]=[CH:14][CH:13]=3)=[CH:32][C:25]=2[CH:26]=1)(=[O:31])[CH3:30]. The catalyst class is: 23.